From a dataset of Retrosynthesis with 50K atom-mapped reactions and 10 reaction types from USPTO. Predict the reactants needed to synthesize the given product. The reactants are: CC[C@H](C)COc1ccc([C@H](CN2C(=O)c3ccccc3C2=O)NC(=O)[C@H]2C[C@@H]2c2cccs2)c(C)c1. Given the product CC[C@H](C)COc1ccc([C@H](CN)NC(=O)[C@H]2C[C@@H]2c2cccs2)c(C)c1, predict the reactants needed to synthesize it.